Predict the product of the given reaction. From a dataset of Forward reaction prediction with 1.9M reactions from USPTO patents (1976-2016). (1) Given the reactants ClC(Cl)(Cl)C([O:6][C:7]([N:9]1[CH:14]2[C:15]([C:36](O)=[O:37])=[C:16]([C:18]3[CH:23]=[CH:22][C:21]([O:24][CH2:25][CH2:26][O:27][C:28]4[CH:33]=[C:32]([F:34])[CH:31]=[CH:30][C:29]=4[Cl:35])=[CH:20][CH:19]=3)[CH2:17][CH:10]1[CH2:11][N:12]([C:39](=[O:41])[CH3:40])[CH2:13]2)=[O:8])(C)C.[CH:44]1([NH:47][CH2:48][C:49]2[CH:54]=[C:53]([O:55][CH3:56])[CH:52]=[C:51]([O:57][CH3:58])[CH:50]=2)[CH2:46][CH2:45]1, predict the reaction product. The product is: [CH:7]([OH:8])=[O:6].[CH:44]1([N:47]([CH2:48][C:49]2[CH:50]=[C:51]([O:57][CH3:58])[CH:52]=[C:53]([O:55][CH3:56])[CH:54]=2)[C:36]([C:15]2[C@@H:14]3[NH:9][C@H:10]([CH2:17][C:16]=2[C:18]2[CH:23]=[CH:22][C:21]([O:24][CH2:25][CH2:26][O:27][C:28]4[CH:33]=[C:32]([F:34])[CH:31]=[CH:30][C:29]=4[Cl:35])=[CH:20][CH:19]=2)[CH2:11][N:12]([C:39](=[O:41])[CH3:40])[CH2:13]3)=[O:37])[CH2:45][CH2:46]1. (2) The product is: [ClH:1].[Cl:1][C:2]1[CH:7]=[CH:6][CH:5]=[CH:4][C:3]=1[N:8]1[C:12]([S:13]([C:16]2[CH:21]=[CH:20][CH:19]=[C:18]([CH3:22])[N:17]=2)(=[O:14])=[O:15])=[CH:11][C:10]([CH2:23][NH:24][CH3:25])=[N:9]1. Given the reactants [Cl:1][C:2]1[CH:7]=[CH:6][CH:5]=[CH:4][C:3]=1[N:8]1[C:12]([S:13]([C:16]2[CH:21]=[CH:20][CH:19]=[C:18]([CH3:22])[N:17]=2)(=[O:15])=[O:14])=[CH:11][C:10]([CH2:23][N:24](C)[C:25](=O)OC(C)(C)C)=[N:9]1.C(OCC)(=O)C.Cl, predict the reaction product. (3) The product is: [CH3:18][N:13]1[C:12](/[C:11](=[N:10]\[O:9][CH2:8][C:6]2[N:7]=[C:2]([NH:1][C:31](=[O:41])[O:32][CH2:33][CH2:34][C:35]3[CH:40]=[CH:39][CH:38]=[CH:37][CH:36]=3)[CH:3]=[CH:4][CH:5]=2)/[C:19]2[CH:24]=[CH:23][CH:22]=[CH:21][CH:20]=2)=[N:16][C:15](=[O:17])[O:14]1. Given the reactants [NH2:1][C:2]1[N:7]=[C:6]([CH2:8][O:9]/[N:10]=[C:11](/[C:19]2[CH:24]=[CH:23][CH:22]=[CH:21][CH:20]=2)\[C:12]2[N:13]([CH3:18])[O:14][C:15](=[O:17])[N:16]=2)[CH:5]=[CH:4][CH:3]=1.N1C=CC=CC=1.[C:31](Cl)(=[O:41])[O:32][CH2:33][CH2:34][C:35]1[CH:40]=[CH:39][CH:38]=[CH:37][CH:36]=1, predict the reaction product. (4) The product is: [CH2:7]([N:14]1[CH2:15][CH2:16][O:17][C@@H:18]([CH3:26])[C@H:19]1[C:20]1[CH:25]=[CH:24][CH:23]=[CH:22][CH:21]=1)[C:8]1[CH:9]=[CH:10][CH:11]=[CH:12][CH:13]=1. Given the reactants [H-].[H-].[H-].[H-].[Li+].[Al+3].[CH2:7]([N:14]1[C@H:19]([C:20]2[CH:25]=[CH:24][CH:23]=[CH:22][CH:21]=2)[C@H:18]([CH3:26])[O:17][CH2:16][C:15]1=O)[C:8]1[CH:13]=[CH:12][CH:11]=[CH:10][CH:9]=1.S([O-])([O-])(=O)=O.[Na+].[Na+], predict the reaction product.